From a dataset of Catalyst prediction with 721,799 reactions and 888 catalyst types from USPTO. Predict which catalyst facilitates the given reaction. (1) Reactant: [Br:1][C:2]1[CH:6]=[CH:5][O:4][C:3]=1[C:7]([OH:9])=[O:8].[CH2:10](I)[CH3:11].C(=O)([O-])[O-].[Cs+].[Cs+].C(=O)([O-])O.[Na+]. Product: [Br:1][C:2]1[CH:6]=[CH:5][O:4][C:3]=1[C:7]([O:9][CH2:10][CH3:11])=[O:8]. The catalyst class is: 10. (2) Reactant: [CH2:1]([N:6]1[C:11](=[O:12])[NH:10][CH:9](OC)[C:8]([C:15]2[CH:20]=[CH:19][C:18]([Cl:21])=[CH:17][CH:16]=2)=[N:7]1)[CH2:2][CH2:3][CH2:4][CH3:5]. Product: [CH2:1]([N:6]1[C:11](=[O:12])[N:10]=[CH:9][C:8]([C:15]2[CH:16]=[CH:17][C:18]([Cl:21])=[CH:19][CH:20]=2)=[N:7]1)[CH2:2][CH2:3][CH2:4][CH3:5]. The catalyst class is: 11. (3) Reactant: [OH-].[Li+].[Br:3][C:4]1[CH:5]=[C:6]2[C:10](=[C:11]([C:13]([O:15]CC)=[O:14])[CH:12]=1)[NH:9][CH:8]=[C:7]2[CH2:18][CH:19]1[CH2:23][CH2:22][S:21](=[O:25])(=[O:24])[CH2:20]1. Product: [Br:3][C:4]1[CH:5]=[C:6]2[C:10](=[C:11]([C:13]([OH:15])=[O:14])[CH:12]=1)[NH:9][CH:8]=[C:7]2[CH2:18][CH:19]1[CH2:23][CH2:22][S:21](=[O:24])(=[O:25])[CH2:20]1. The catalyst class is: 5. (4) Reactant: [OH:1][CH2:2][C:3]1[CH:4]=[C:5]([OH:9])[CH:6]=[CH:7][CH:8]=1.[Cl:10][C:11]1[CH:12]=[C:13]([N+:18]([O-:20])=[O:19])[CH:14]=[CH:15][C:16]=1F.C(=O)([O-])[O-].[K+].[K+]. Product: [Cl:10][C:11]1[CH:12]=[C:13]([N+:18]([O-:20])=[O:19])[CH:14]=[CH:15][C:16]=1[O:9][C:5]1[CH:4]=[C:3]([CH2:2][OH:1])[CH:8]=[CH:7][CH:6]=1. The catalyst class is: 391. (5) Reactant: [CH3:1][C:2]([C:9]1[CH:14]=[CH:13][C:12]([NH:15][C:16]2[CH:21]=[CH:20][C:19]([C:22]([CH3:29])([CH2:24][C:25]([CH3:28])([CH3:27])[CH3:26])[CH3:23])=[CH:18][CH:17]=2)=[CH:11][CH:10]=1)([CH2:4][C:5]([CH3:8])([CH3:7])[CH3:6])[CH3:3].F[C:31]1[CH:36]=[CH:35][C:34]([N+:37]([O-:39])=[O:38])=[CH:33][CH:32]=1.[H-].[Na+].CS(C)=O. Product: [N+:37]([C:34]1[CH:35]=[CH:36][C:31]([N:15]([C:12]2[CH:13]=[CH:14][C:9]([C:2]([CH3:1])([CH2:4][C:5]([CH3:6])([CH3:7])[CH3:8])[CH3:3])=[CH:10][CH:11]=2)[C:16]2[CH:17]=[CH:18][C:19]([C:22]([CH3:29])([CH2:24][C:25]([CH3:28])([CH3:27])[CH3:26])[CH3:23])=[CH:20][CH:21]=2)=[CH:32][CH:33]=1)([O-:39])=[O:38]. The catalyst class is: 5.